From a dataset of Forward reaction prediction with 1.9M reactions from USPTO patents (1976-2016). Predict the product of the given reaction. (1) The product is: [O:32]=[C:27]1[NH:28][C:29](=[O:31])[C:30](=[CH:1][C:3]2[CH:4]=[CH:5][C:6]([C:9]3[CH:10]=[C:11]([CH2:15][N:16]([CH3:25])[C:17](=[O:24])[C:18]4[CH:19]=[CH:20][CH:21]=[CH:22][CH:23]=4)[CH:12]=[N:13][CH:14]=3)=[CH:7][CH:8]=2)[S:26]1. Given the reactants [CH:1]([C:3]1[CH:8]=[CH:7][C:6]([C:9]2[CH:10]=[C:11]([CH2:15][N:16]([CH3:25])[C:17](=[O:24])[C:18]3[CH:23]=[CH:22][CH:21]=[CH:20][CH:19]=3)[CH:12]=[N:13][CH:14]=2)=[CH:5][CH:4]=1)=O.[S:26]1[CH2:30][C:29](=[O:31])[NH:28][C:27]1=[O:32], predict the reaction product. (2) Given the reactants CC1[N:6]=[C:5]([C:7]2[CH:8]=[CH:9][C:10]([O:15][CH2:16][CH:17]([CH3:19])[CH3:18])=[C:11](C#N)[CH:12]=2)SC=1C(O)=O.C(OC1C=CC(C#N)=CC=1)C(C)C.[Br:36]Br, predict the reaction product. The product is: [CH2:16]([O:15][C:10]1[CH:9]=[CH:8][C:7]([C:5]#[N:6])=[CH:12][C:11]=1[Br:36])[CH:17]([CH3:19])[CH3:18]. (3) Given the reactants [Cl:1][C:2]1[CH:7]=[CH:6][CH:5]=[C:4]([CH2:8][S:9]([CH3:12])(=[O:11])=[O:10])[C:3]=1[NH2:13].O.C1(C)C=CC(S(O)(=O)=O)=CC=1.[C:26]([O:29][CH2:30]C)(=O)C.CCCCCC, predict the reaction product. The product is: [CH3:26][O:29][CH:30]=[N:13][C:3]1[C:4]([CH2:8][S:9]([CH3:12])(=[O:11])=[O:10])=[CH:5][CH:6]=[CH:7][C:2]=1[Cl:1]. (4) Given the reactants [N+:1]([C:4]1[CH:5]=[CH:6][C:7]([C:20]([CH3:23])([CH3:22])[CH3:21])=[C:8]([NH:10][C:11](=[O:19])[CH2:12][N:13]2[CH2:18][CH2:17][CH2:16][CH2:15][CH2:14]2)[CH:9]=1)([O-])=O, predict the reaction product. The product is: [NH2:1][C:4]1[CH:5]=[CH:6][C:7]([C:20]([CH3:23])([CH3:22])[CH3:21])=[C:8]([NH:10][C:11](=[O:19])[CH2:12][N:13]2[CH2:14][CH2:15][CH2:16][CH2:17][CH2:18]2)[CH:9]=1. (5) The product is: [ClH:43].[N:8]1([C:5]2[CH:6]=[CH:7][C:2]([NH:1][S:40]([C:33]3[C:34]([CH3:39])=[CH:35][C:36]([CH3:38])=[CH:37][C:32]=3[CH3:44])(=[O:42])=[O:41])=[C:3]([NH:22][S:23]([C:26]3[CH:27]=[CH:28][CH:29]=[CH:30][CH:31]=3)(=[O:25])=[O:24])[CH:4]=2)[CH2:14][CH2:13][CH2:12][NH:11][CH2:10][CH2:9]1. Given the reactants [NH2:1][C:2]1[CH:7]=[CH:6][C:5]([N:8]2[CH2:14][CH2:13][CH2:12][N:11](C(OC(C)(C)C)=O)[CH2:10][CH2:9]2)=[CH:4][C:3]=1[NH:22][S:23]([C:26]1[CH:31]=[CH:30][CH:29]=[CH:28][CH:27]=1)(=[O:25])=[O:24].[C:32]1([CH3:44])[CH:37]=[C:36]([CH3:38])[CH:35]=[C:34]([CH3:39])[C:33]=1[S:40]([Cl:43])(=[O:42])=[O:41], predict the reaction product. (6) The product is: [CH3:26][C@:8]1([C:19]([O:21][C:22]([CH3:24])([CH3:23])[CH3:25])=[O:20])[CH2:7][C:6](=[O:5])[N:10]([C@@H:11]([C:13]2[CH:14]=[CH:15][CH:16]=[CH:17][CH:18]=2)[CH3:12])[CH2:9]1. Given the reactants IC.[H-].[Na+].[O:5]=[C:6]1[N:10]([C@@H:11]([C:13]2[CH:18]=[CH:17][CH:16]=[CH:15][CH:14]=2)[CH3:12])[CH2:9][CH:8]([C:19]([O:21][C:22]([CH3:25])([CH3:24])[CH3:23])=[O:20])[CH2:7]1.[C:26](O)(=O)CC(CC(O)=O)(C(O)=O)O, predict the reaction product.